Dataset: Forward reaction prediction with 1.9M reactions from USPTO patents (1976-2016). Task: Predict the product of the given reaction. (1) Given the reactants [O:1]=[S:2]1(=[O:49])[CH2:7][CH2:6][N:5]([CH2:8][CH2:9][NH:10][C@:11]23[CH2:45][CH2:44][C@@H:43]([C:46]([CH3:48])=[CH2:47])[C@@H:12]2[C@@H:13]2[C@@:26]([CH3:29])([CH2:27][CH2:28]3)[C@@:25]3([CH3:30])[C@@H:16]([C@:17]4([CH3:42])[C@@H:22]([CH2:23][CH2:24]3)[C:21]([CH3:32])([CH3:31])[C:20]([C:33]3[CH2:38][CH2:37][CH:36]([C:39]([OH:41])=[O:40])[CH2:35][CH:34]=3)=[CH:19][CH2:18]4)[CH2:15][CH2:14]2)[CH2:4][CH2:3]1.C(N/C(=N/C(C)C)/O[CH2:56][CH2:57][Si:58]([CH3:61])([CH3:60])[CH3:59])(C)C.O1CCOCC1, predict the reaction product. The product is: [O:49]=[S:2]1(=[O:1])[CH2:7][CH2:6][N:5]([CH2:8][CH2:9][NH:10][C@:11]23[CH2:45][CH2:44][C@@H:43]([C:46]([CH3:48])=[CH2:47])[C@@H:12]2[C@@H:13]2[C@@:26]([CH3:29])([CH2:27][CH2:28]3)[C@@:25]3([CH3:30])[C@@H:16]([C@:17]4([CH3:42])[C@@H:22]([CH2:23][CH2:24]3)[C:21]([CH3:32])([CH3:31])[C:20]([C:33]3[CH2:38][CH2:37][CH:36]([C:39]([O:41][CH2:56][CH2:57][Si:58]([CH3:61])([CH3:60])[CH3:59])=[O:40])[CH2:35][CH:34]=3)=[CH:19][CH2:18]4)[CH2:15][CH2:14]2)[CH2:4][CH2:3]1. (2) Given the reactants [CH2:1]([N:8]([CH3:28])[C:9]([CH:11]1[CH2:16][CH2:15][N:14]([C:17]([C:19]2[NH:20][C:21]3[C:26]([CH:27]=2)=[CH:25][CH:24]=[CH:23][CH:22]=3)=[O:18])[CH2:13][CH2:12]1)=[O:10])[C:2]1[CH:7]=[CH:6][CH:5]=[CH:4][CH:3]=1.[H-].[Na+].CC1C=CC(S(O[CH2:42][CH2:43][O:44][CH3:45])(=O)=O)=CC=1, predict the reaction product. The product is: [CH2:1]([N:8]([CH3:28])[C:9]([CH:11]1[CH2:16][CH2:15][N:14]([C:17]([C:19]2[N:20]([CH2:42][CH2:43][O:44][CH3:45])[C:21]3[C:26]([CH:27]=2)=[CH:25][CH:24]=[CH:23][CH:22]=3)=[O:18])[CH2:13][CH2:12]1)=[O:10])[C:2]1[CH:7]=[CH:6][CH:5]=[CH:4][CH:3]=1. (3) Given the reactants [O:1]1[C:5]2([CH2:10][CH2:9][C:8]([C:11]3[CH:19]=[CH:18][C:14]([C:15]([OH:17])=[O:16])=[CH:13][CH:12]=3)=[CH:7][CH2:6]2)[O:4][CH2:3][CH2:2]1, predict the reaction product. The product is: [O:1]1[C:5]2([CH2:10][CH2:9][CH:8]([C:11]3[CH:12]=[CH:13][C:14]([C:15]([OH:17])=[O:16])=[CH:18][CH:19]=3)[CH2:7][CH2:6]2)[O:4][CH2:3][CH2:2]1. (4) Given the reactants FC1C=C(C2CCC3C(=CC=C(O)C=3)O2)C=CC=1.[N+:19]([C:22]1[CH:27]=[CH:26][CH:25]=[CH:24][C:23]=1[CH:28]1[CH2:37][CH:36](O)[C:35]2[C:30](=[CH:31][CH:32]=[C:33]([OH:39])[CH:34]=2)[O:29]1)([O-:21])=[O:20], predict the reaction product. The product is: [N+:19]([C:22]1[CH:27]=[CH:26][CH:25]=[CH:24][C:23]=1[CH:28]1[CH2:37][CH2:36][C:35]2[C:30](=[CH:31][CH:32]=[C:33]([OH:39])[CH:34]=2)[O:29]1)([O-:21])=[O:20]. (5) Given the reactants [O:1]1[C:3]2([CH2:8][CH2:7][N:6]([C:9]([O:11][C:12]([CH3:15])([CH3:14])[CH3:13])=[O:10])[CH2:5][CH2:4]2)[CH2:2]1.[N-:16]=[N+:17]=[N-:18].[Na+], predict the reaction product. The product is: [N:16]([CH2:2][C:3]1([OH:1])[CH2:8][CH2:7][N:6]([C:9]([O:11][C:12]([CH3:15])([CH3:14])[CH3:13])=[O:10])[CH2:5][CH2:4]1)=[N+:17]=[N-:18]. (6) Given the reactants [NH2:1][C:2]1[CH:7]=[CH:6][C:5]([CH3:8])=[CH:4][C:3]=1[S:9]([NH2:12])(=[O:11])=[O:10].[Cl:13][C:14]1[CH:19]=[CH:18][C:17]([CH2:20][CH2:21][S:22](Cl)(=[O:24])=[O:23])=[CH:16][CH:15]=1, predict the reaction product. The product is: [Cl:13][C:14]1[CH:15]=[CH:16][C:17]([CH2:20][CH2:21][S:22]([NH:1][C:2]2[CH:7]=[CH:6][C:5]([CH3:8])=[CH:4][C:3]=2[S:9]([NH2:12])(=[O:10])=[O:11])(=[O:24])=[O:23])=[CH:18][CH:19]=1.